From a dataset of Full USPTO retrosynthesis dataset with 1.9M reactions from patents (1976-2016). Predict the reactants needed to synthesize the given product. (1) Given the product [CH2:1]([O:3][C:4]([N:6]1[CH:15]=[CH:14][C:13]2[C:8](=[CH:9][C:10]([O:17][CH3:18])=[C:11]([O:16][C:29](=[O:31])[CH3:30])[CH:12]=2)[CH:7]1[CH2:19][C:20]1[CH:25]=[CH:24][CH:23]=[C:22]([O:26][CH2:27][CH3:28])[CH:21]=1)=[O:5])[CH3:2], predict the reactants needed to synthesize it. The reactants are: [CH2:1]([O:3][C:4]([N:6]1[CH:15]=[CH:14][C:13]2[C:8](=[CH:9][C:10]([O:17][CH3:18])=[C:11]([OH:16])[CH:12]=2)[CH:7]1[CH2:19][C:20]1[CH:25]=[CH:24][CH:23]=[C:22]([O:26][CH2:27][CH3:28])[CH:21]=1)=[O:5])[CH3:2].[C:29](OC(=O)C)(=[O:31])[CH3:30]. (2) Given the product [CH2:21]([O:1][C:2]1[CH:10]=[C:9]([N+:11]([O-:13])=[O:12])[CH:8]=[CH:7][C:3]=1[C:4]([O:6][CH3:38])=[O:5])[CH2:20][CH:19]=[CH2:24], predict the reactants needed to synthesize it. The reactants are: [OH:1][C:2]1[CH:10]=[C:9]([N+:11]([O-:13])=[O:12])[CH:8]=[CH:7][C:3]=1[C:4]([OH:6])=[O:5].S(=O)(=O)(O)O.[CH:19]1[CH:24]=CC(P([C:19]2[CH:24]=CC=[CH:21][CH:20]=2)[C:19]2[CH:24]=CC=[CH:21][CH:20]=2)=[CH:21][CH:20]=1.[CH2:38](O)CC=C.CC(OC(/N=N/C(OC(C)(C)C)=O)=O)(C)C.